From a dataset of Full USPTO retrosynthesis dataset with 1.9M reactions from patents (1976-2016). Predict the reactants needed to synthesize the given product. (1) Given the product [F:39][C:2]([F:40])([F:1])[C:3]1[CH:4]=[C:5]([CH:32]=[C:33]([C:35]([F:36])([F:37])[F:38])[CH:34]=1)[C:6]([N:8]1[CH2:13][CH2:12][N:11]([CH2:14][CH2:15][CH2:16][N:42]2[CH2:43][CH2:44][C:45]3[C:50](=[CH:49][CH:48]=[CH:47][CH:46]=3)[CH2:41]2)[CH2:10][C@H:9]1[CH2:22][C:23]1[C:31]2[C:26](=[CH:27][CH:28]=[CH:29][CH:30]=2)[NH:25][CH:24]=1)=[O:7], predict the reactants needed to synthesize it. The reactants are: [F:1][C:2]([F:40])([F:39])[C:3]1[CH:4]=[C:5]([CH:32]=[C:33]([C:35]([F:38])([F:37])[F:36])[CH:34]=1)[C:6]([N:8]1[CH2:13][CH2:12][N:11]([CH2:14][CH2:15][CH2:16]OS(C)(=O)=O)[CH2:10][C@H:9]1[CH2:22][C:23]1[C:31]2[C:26](=[CH:27][CH:28]=[CH:29][CH:30]=2)[NH:25][CH:24]=1)=[O:7].[CH2:41]1[C:50]2[C:45](=[CH:46][CH:47]=[CH:48][CH:49]=2)[CH2:44][CH2:43][NH:42]1. (2) Given the product [NH:8]1[C:3]2[CH:4]=[CH:5][CH:6]=[CH:7][C:2]=2[N:1]=[C:9]1[NH:11][CH2:12][CH:13]1[CH2:18][CH2:17][N:16]([CH2:19][C:20]2[CH:25]=[CH:24][C:23]([Cl:26])=[C:22]([Cl:27])[CH:21]=2)[CH2:15][CH2:14]1, predict the reactants needed to synthesize it. The reactants are: [NH2:1][C:2]1[CH:7]=[CH:6][CH:5]=[CH:4][C:3]=1[NH:8][C:9]([NH:11][CH2:12][CH:13]1[CH2:18][CH2:17][N:16]([CH2:19][C:20]2[CH:25]=[CH:24][C:23]([Cl:26])=[C:22]([Cl:27])[CH:21]=2)[CH2:15][CH2:14]1)=S.[S]. (3) Given the product [CH2:8]([NH:10][C:11]([N:28]1[C:29]([CH3:31])=[CH:30][C:26]([O:25][C:15]2[C:16]([F:24])=[CH:17][C:18]([C:20]([F:23])([F:21])[F:22])=[CH:19][C:14]=2[F:13])=[N:27]1)=[O:12])[CH3:9], predict the reactants needed to synthesize it. The reactants are: C(N(CC)CC)C.[CH2:8]([N:10]=[C:11]=[O:12])[CH3:9].[F:13][C:14]1[CH:19]=[C:18]([C:20]([F:23])([F:22])[F:21])[CH:17]=[C:16]([F:24])[C:15]=1[O:25][C:26]1[CH:30]=[C:29]([CH3:31])[NH:28][N:27]=1.Cl. (4) Given the product [F:1][C:2]1[C:7]([O:8][CH3:9])=[CH:6][CH:5]=[C:4]([O:10][CH3:11])[C:3]=1[CH2:12][NH2:13], predict the reactants needed to synthesize it. The reactants are: [F:1][C:2]1[C:7]([O:8][CH3:9])=[CH:6][CH:5]=[C:4]([O:10][CH3:11])[C:3]=1/[CH:12]=[N:13]/O.N. (5) The reactants are: [CH2:1]([C:3]1[CH:4]=[C:5]2[C:10](=[CH:11][CH:12]=1)[NH:9][C:8]([CH3:14])([CH3:13])[CH:7]=[C:6]2[CH3:15])[CH3:2].[C:16](Cl)(=[O:18])[CH3:17]. Given the product [C:16]([N:9]1[C:10]2[C:5](=[CH:4][C:3]([CH2:1][CH3:2])=[CH:12][CH:11]=2)[CH:6]([CH3:15])[CH2:7][C:8]1([CH3:14])[CH3:13])(=[O:18])[CH3:17], predict the reactants needed to synthesize it.